Dataset: Peptide-MHC class II binding affinity with 134,281 pairs from IEDB. Task: Regression. Given a peptide amino acid sequence and an MHC pseudo amino acid sequence, predict their binding affinity value. This is MHC class II binding data. (1) The peptide sequence is NRNNTFKPFAEYKSD. The MHC is HLA-DQA10201-DQB10202 with pseudo-sequence HLA-DQA10201-DQB10202. The binding affinity (normalized) is 0.0997. (2) The peptide sequence is SVIDCNTCVTQTVDFSLDPT. The MHC is DRB1_1201 with pseudo-sequence DRB1_1201. The binding affinity (normalized) is 0. (3) The peptide sequence is LLSYVIGLLPQGSVI. The MHC is H-2-IAb with pseudo-sequence H-2-IAb. The binding affinity (normalized) is 0.444. (4) The peptide sequence is AVIRGKKGAGGITIK. The MHC is HLA-DQA10201-DQB10202 with pseudo-sequence HLA-DQA10201-DQB10202. The binding affinity (normalized) is 0.109. (5) The MHC is HLA-DQA10303-DQB10402 with pseudo-sequence HLA-DQA10303-DQB10402. The binding affinity (normalized) is 0.258. The peptide sequence is NSGGGVEGIGLQYLG.